From a dataset of Forward reaction prediction with 1.9M reactions from USPTO patents (1976-2016). Predict the product of the given reaction. (1) The product is: [F:44][C:2]([F:1])([F:43])[CH2:3][CH2:4][C@@H:5]([C:20](=[O:42])[NH:21][CH:22]1[C:28](=[O:29])[NH:27][C:26]2[C:30]([CH3:34])=[CH:31][CH:32]=[CH:33][C:25]=2[C:24]([C:35]2[CH:40]=[CH:39][CH:38]=[C:37]([F:41])[CH:36]=2)=[N:23]1)[C@H:6]([C:14]1[CH:15]=[CH:16][CH:17]=[CH:18][CH:19]=1)[C:7]([OH:9])=[O:8]. Given the reactants [F:1][C:2]([F:44])([F:43])[CH2:3][CH2:4][C@@H:5]([C:20](=[O:42])[NH:21][CH:22]1[C:28](=[O:29])[NH:27][C:26]2[C:30]([CH3:34])=[CH:31][CH:32]=[CH:33][C:25]=2[C:24]([C:35]2[CH:40]=[CH:39][CH:38]=[C:37]([F:41])[CH:36]=2)=[N:23]1)[C@H:6]([C:14]1[CH:19]=[CH:18][CH:17]=[CH:16][CH:15]=1)[C:7]([O:9]C(C)(C)C)=[O:8].C(O)(C(F)(F)F)=O, predict the reaction product. (2) The product is: [CH3:4][O:3][P:2]([CH2:1][C:15](=[O:14])[CH2:16][CH2:17][CH2:18][CH2:19][C:20]1[CH:29]=[CH:28][C:27]2[CH2:26][CH2:25][CH2:24][NH:23][C:22]=2[N:21]=1)(=[O:7])[O:5][CH3:6]. Given the reactants [CH3:1][P:2](=[O:7])([O:5][CH3:6])[O:3][CH3:4].[Li]CCCC.C[O:14][C:15](=O)[CH2:16][CH2:17][CH2:18][CH2:19][C:20]1[CH:29]=[CH:28][C:27]2[CH2:26][CH2:25][CH2:24][NH:23][C:22]=2[N:21]=1, predict the reaction product. (3) Given the reactants [C:1]([O:5][C:6]([C:8]1[N:9]([C:24]([O:26][CH2:27][C:28]2[CH:33]=[CH:32][CH:31]=[CH:30][CH:29]=2)=[O:25])[C:10]2[C:15]([C:16]=1[N:17]=[C:18]=[O:19])=[CH:14][C:13]([C:20]([F:23])([F:22])[F:21])=[CH:12][CH:11]=2)=[O:7])([CH3:4])([CH3:3])[CH3:2].[CH3:34][O:35][C:36]([C:38]1[C:42]([NH2:43])=[CH:41][S:40][CH:39]=1)=[O:37].C(OCC)(=O)C, predict the reaction product. The product is: [C:1]([O:5][C:6]([C:8]1[N:9]([C:24]([O:26][CH2:27][C:28]2[CH:33]=[CH:32][CH:31]=[CH:30][CH:29]=2)=[O:25])[C:10]2[C:15]([C:16]=1[NH:17][C:18]([NH:43][C:42]1[C:38]([C:36]([O:35][CH3:34])=[O:37])=[CH:39][S:40][CH:41]=1)=[O:19])=[CH:14][C:13]([C:20]([F:23])([F:22])[F:21])=[CH:12][CH:11]=2)=[O:7])([CH3:4])([CH3:2])[CH3:3]. (4) The product is: [CH3:34][C:35]1[CH:36]=[CH:37][C:38]([S:41]([N:44]2[C:52]3[C:47](=[CH:48][CH:49]=[CH:50][CH:51]=3)[C:46](/[CH:53]=[CH:10]/[C:11]3[CH:12]=[N:13][CH:14]=[CH:15][CH:16]=3)=[CH:45]2)(=[O:43])=[O:42])=[CH:39][CH:40]=1. Given the reactants Cl.[Cl-].C1([P+](C2C=CC=CC=2)(C2C=CC=CC=2)[CH2:10][C:11]2[CH:12]=[N:13][CH:14]=[CH:15][CH:16]=2)C=CC=CC=1.C([Li])CCC.[CH3:34][C:35]1[CH:40]=[CH:39][C:38]([S:41]([N:44]2[C:52]3[C:47](=[CH:48][CH:49]=[CH:50][CH:51]=3)[C:46]([CH:53]=O)=[CH:45]2)(=[O:43])=[O:42])=[CH:37][CH:36]=1.O, predict the reaction product.